Dataset: Catalyst prediction with 721,799 reactions and 888 catalyst types from USPTO. Task: Predict which catalyst facilitates the given reaction. (1) Reactant: [CH2:1]([O:8][C:9]([NH:11][C@H:12]([C:24]([OH:26])=O)[CH2:13][S:14]([CH:17]([CH2:21][CH2:22][CH3:23])[CH2:18][CH2:19][CH3:20])(=[O:16])=[O:15])=[O:10])[C:2]1[CH:7]=[CH:6][CH:5]=[CH:4][CH:3]=1.Cl.Cl.[NH2:29][C@@H:30]([CH2:44][C:45]1[CH:50]=[C:49]([F:51])[CH:48]=[C:47]([F:52])[CH:46]=1)[C@H:31]([OH:43])[CH2:32][NH:33][CH2:34][C:35]1[CH:40]=[CH:39][CH:38]=[C:37]([CH2:41][CH3:42])[CH:36]=1.CN1CCOCC1.OC1C2N=NNC=2C=CC=1.Cl.CN(C)CCCN=C=NCC. Product: [CH2:1]([O:8][C:9]([NH:11][C@H:12]([C:24]([NH:29][C@@H:30]([CH2:44][C:45]1[CH:46]=[C:47]([F:52])[CH:48]=[C:49]([F:51])[CH:50]=1)[C@H:31]([OH:43])[CH2:32][NH:33][CH2:34][C:35]1[CH:40]=[CH:39][CH:38]=[C:37]([CH2:41][CH3:42])[CH:36]=1)=[O:26])[CH2:13][S:14]([CH:17]([CH2:18][CH2:19][CH3:20])[CH2:21][CH2:22][CH3:23])(=[O:15])=[O:16])=[O:10])[C:2]1[CH:3]=[CH:4][CH:5]=[CH:6][CH:7]=1. The catalyst class is: 2. (2) Reactant: Cl[C:2]1[N:3]=[C:4]2[CH:24]=[C:23]([Cl:25])[CH:22]=[N:21][C:5]2=[N:6][C:7]=1[N:8]1[CH2:13][CH2:12][N:11]([C:14]([O:16][C:17]([CH3:20])([CH3:19])[CH3:18])=[O:15])[CH2:10][CH2:9]1.O.[NH2:27][NH2:28]. Product: [Cl:25][C:23]1[CH:22]=[N:21][C:5]2=[N:6][C:7]([N:8]3[CH2:13][CH2:12][N:11]([C:14]([O:16][C:17]([CH3:20])([CH3:19])[CH3:18])=[O:15])[CH2:10][CH2:9]3)=[C:2]([NH:27][NH2:28])[N:3]=[C:4]2[CH:24]=1. The catalyst class is: 14.